Dataset: Catalyst prediction with 721,799 reactions and 888 catalyst types from USPTO. Task: Predict which catalyst facilitates the given reaction. (1) Reactant: [NH2:1][C:2]1[CH:3]=[C:4]([N:9]([CH3:23])[C:10]2[N:11]=[CH:12][C:13]3[N:18]=[C:17]([NH:19][C:20](=[O:22])[CH3:21])[S:16][C:14]=3[N:15]=2)[CH:5]=[CH:6][C:7]=1[F:8].[Cl:24][C:25]1[C:33]([C:34]([C:37]#[N:38])([CH3:36])[CH3:35])=[CH:32][CH:31]=[CH:30][C:26]=1[C:27](O)=[O:28].F[P-](F)(F)(F)(F)F.N1(OC(N(C)C)=[N+](C)C)C2N=CC=CC=2N=N1.C(=O)([O-])O.[Na+]. The catalyst class is: 17. Product: [C:20]([NH:19][C:17]1[S:16][C:14]2[N:15]=[C:10]([N:9]([CH3:23])[C:4]3[CH:5]=[CH:6][C:7]([F:8])=[C:2]([NH:1][C:27](=[O:28])[C:26]4[CH:30]=[CH:31][CH:32]=[C:33]([C:34]([C:37]#[N:38])([CH3:36])[CH3:35])[C:25]=4[Cl:24])[CH:3]=3)[N:11]=[CH:12][C:13]=2[N:18]=1)(=[O:22])[CH3:21]. (2) Reactant: [CH2:1]([O:3][C:4](=[O:15])[C:5]1[CH:10]=[CH:9][C:8]([I:11])=[C:7]([N+:12]([O-])=O)[CH:6]=1)[CH3:2].[Sn](Cl)Cl. Product: [CH2:1]([O:3][C:4](=[O:15])[C:5]1[CH:10]=[CH:9][C:8]([I:11])=[C:7]([NH2:12])[CH:6]=1)[CH3:2]. The catalyst class is: 13. (3) Reactant: C(=O)([O-])O.[Na+].Cl.[NH2:7][OH:8].[C:9]1([C:15]2[N:20]=[C:19]([C:21]#[N:22])[CH:18]=[C:17]([C:23]([F:26])([F:25])[F:24])[N:16]=2)[CH:14]=[CH:13][CH:12]=[CH:11][CH:10]=1. Product: [C:9]1([C:15]2[N:20]=[C:19]([C:21](=[N:7][OH:8])[NH2:22])[CH:18]=[C:17]([C:23]([F:25])([F:26])[F:24])[N:16]=2)[CH:10]=[CH:11][CH:12]=[CH:13][CH:14]=1. The catalyst class is: 8. (4) Reactant: C(OC([N:8]1[CH2:13][CH2:12][N:11]([C:14](=[O:39])[CH2:15][O:16][C:17]2[CH:18]=[CH:19][C:20]3[C:32](=[O:33])[C:31]4[C:30]5[C:25](=[CH:26][C:27]([C:34]#[N:35])=[CH:28][CH:29]=5)[NH:24][C:23]=4[C:22]([CH3:37])([CH3:36])[C:21]=3[CH:38]=2)[CH2:10][CH2:9]1)=O)(C)(C)C.[ClH:40].O1CCOCC1. Product: [ClH:40].[CH3:36][C:22]1([CH3:37])[C:23]2[NH:24][C:25]3[C:30](=[CH:29][CH:28]=[C:27]([C:34]#[N:35])[CH:26]=3)[C:31]=2[C:32](=[O:33])[C:20]2[CH:19]=[CH:18][C:17]([O:16][CH2:15][C:14](=[O:39])[N:11]3[CH2:10][CH2:9][NH:8][CH2:13][CH2:12]3)=[CH:38][C:21]1=2. The catalyst class is: 6. (5) Reactant: [Cl:1][C:2]1[CH:3]=[C:4]([CH2:9][C:10]([C:12]2[CH:17]=[CH:16][C:15]([O:18][CH3:19])=[C:14]([O:20][CH3:21])[CH:13]=2)=[O:11])[CH:5]=[CH:6][C:7]=1[Cl:8].[N+:22]([O-])([OH:24])=[O:23].O. Product: [Cl:1][C:2]1[CH:3]=[C:4]([CH2:9][C:10]([C:12]2[CH:13]=[C:14]([O:20][CH3:21])[C:15]([O:18][CH3:19])=[CH:16][C:17]=2[N+:22]([O-:24])=[O:23])=[O:11])[CH:5]=[CH:6][C:7]=1[Cl:8]. The catalyst class is: 152. (6) Reactant: Cl[S:2]([N:5]=[C:6]=[O:7])(=[O:4])=[O:3].[CH3:8][C:9]([OH:12])([CH3:11])[CH3:10].C(OC(NC(NS(Cl)(=O)=O)=O)=O)(C)(C)C.[Br:28][C:29]1[C:30]([NH:40][CH2:41][C:42]([O:44][CH3:45])=[O:43])=[CH:31][S:32][C:33]=1[C:34]1[CH:39]=[CH:38][CH:37]=[CH:36][CH:35]=1.CCN(C(C)C)C(C)C. Product: [Br:28][C:29]1[C:30]([N:40]([S:2](=[O:4])(=[O:3])[NH:5][C:6]([O:12][C:9]([CH3:11])([CH3:10])[CH3:8])=[O:7])[CH2:41][C:42]([O:44][CH3:45])=[O:43])=[CH:31][S:32][C:33]=1[C:34]1[CH:39]=[CH:38][CH:37]=[CH:36][CH:35]=1. The catalyst class is: 2. (7) Reactant: [Mg].II.Br[C:5]1[CH:10]=[CH:9][CH:8]=[CH:7][C:6]=1[CH3:11].[C:12]([C:20]([OH:22])=[O:21])(=[O:19])[C:13]1[CH:18]=[CH:17][CH:16]=[CH:15][CH:14]=1.[H-].[Na+]. Product: [OH:19][C:12]([C:13]1[CH:18]=[CH:17][CH:16]=[CH:15][CH:14]=1)([C:5]1[CH:10]=[CH:9][CH:8]=[CH:7][C:6]=1[CH3:11])[C:20]([OH:22])=[O:21]. The catalyst class is: 1. (8) Reactant: [CH3:1][O:2][C:3]1[CH:4]=[C:5]2[C:10](=[CH:11][CH:12]=1)[N:9]=[CH:8][C:7]([C:13]([O:15]CC)=[O:14])=[CH:6]2.[OH-].[Na+]. Product: [CH3:1][O:2][C:3]1[CH:4]=[C:5]2[C:10](=[CH:11][CH:12]=1)[N:9]=[CH:8][C:7]([C:13]([OH:15])=[O:14])=[CH:6]2. The catalyst class is: 14. (9) Reactant: C[O:2][C:3](=[O:15])[C:4]([C:6]1[CH:11]=[CH:10][C:9]([S:12][CH3:13])=[C:8]([Cl:14])[CH:7]=1)=[O:5].[OH-].[Na+].Cl. Product: [Cl:14][C:8]1[CH:7]=[C:6]([C:4](=[O:5])[C:3]([OH:15])=[O:2])[CH:11]=[CH:10][C:9]=1[S:12][CH3:13]. The catalyst class is: 11. (10) Reactant: [CH3:1][C:2]1[N:3]=[C:4]([C:9]2[CH:14]=[CH:13][C:12]([C:15]([F:18])([F:17])[F:16])=[CH:11][CH:10]=2)[O:5][C:6]=1[CH2:7][OH:8].CC1N=C(C2C=CC(C(F)(F)F)=CC=2)OC=1C=O.ClCCl.CC(OI1(OC(C)=O)(OC(C)=O)OC(=O)C2C=CC=CC1=2)=O. Product: [CH3:1][C:2]1[N:3]=[C:4]([C:9]2[CH:10]=[CH:11][C:12]([C:15]([F:18])([F:16])[F:17])=[CH:13][CH:14]=2)[O:5][C:6]=1[CH:7]=[O:8]. The catalyst class is: 662.